From a dataset of Forward reaction prediction with 1.9M reactions from USPTO patents (1976-2016). Predict the product of the given reaction. (1) Given the reactants [ClH:1].C(OCC)(=O)C.[F:8][C:9]1[CH:10]=[C:11]([NH:20][C:21]([C@H:23]2[C:32]3[C:27](=[CH:28][C:29]([CH2:33][O:34][CH3:35])=[CH:30][CH:31]=3)[CH2:26][CH2:25][N:24]2C(OC(C)(C)C)=O)=[O:22])[CH:12]=[C:13]2[C:17]=1[C:16]([CH3:19])([CH3:18])[CH2:15][CH2:14]2, predict the reaction product. The product is: [ClH:1].[F:8][C:9]1[CH:10]=[C:11]([NH:20][C:21]([C@H:23]2[C:32]3[C:27](=[CH:28][C:29]([CH2:33][O:34][CH3:35])=[CH:30][CH:31]=3)[CH2:26][CH2:25][NH:24]2)=[O:22])[CH:12]=[C:13]2[C:17]=1[C:16]([CH3:19])([CH3:18])[CH2:15][CH2:14]2. (2) Given the reactants C(N1[CH2:13][CH2:12][N:11]([C:14]2[N:19]=[CH:18][C:17]([NH:20][C:21]([C:23]3[O:27][C:26]([C:28]4[CH:33]=[CH:32][CH:31]=[CH:30][CH:29]=4)=[N:25][C:24]=3[C:34]([F:37])([F:36])[F:35])=[O:22])=[CH:16][CH:15]=2)[CH2:10][C:9]1=O)C1C=CC=CC=1.C1(C2OC(C(F)(F)F)=C(C(O)=O)N=2)C=CC=CC=1.[CH2:57]([CH:65]1CCN(C2N=CC(N)=CC=2)CC1)[CH2:58][C:59]1[CH:64]=[CH:63][CH:62]=[CH:61][CH:60]=1, predict the reaction product. The product is: [CH2:57]([CH:65]1[CH2:9][CH2:10][N:11]([C:14]2[N:19]=[CH:18][C:17]([NH:20][C:21]([C:23]3[O:27][C:26]([C:28]4[CH:33]=[CH:32][CH:31]=[CH:30][CH:29]=4)=[N:25][C:24]=3[C:34]([F:36])([F:37])[F:35])=[O:22])=[CH:16][CH:15]=2)[CH2:12][CH2:13]1)[CH2:58][C:59]1[CH:64]=[CH:63][CH:62]=[CH:61][CH:60]=1. (3) Given the reactants [OH:1][C:2]1[C:3]([CH3:25])=[C:4]2[C:9](=[C:10]([CH3:13])[C:11]=1[CH3:12])[O:8][C:7]([CH3:24])([C:14]([NH:16][CH2:17][C:18]1[CH:23]=[CH:22][CH:21]=[CH:20][N:19]=1)=[O:15])[CH2:6][CH2:5]2.[O:26]=[N+]([O-])[O-].[O-][N+](=O)[O-].[O-][N+](=O)[O-].[O-][N+](=O)[O-].[O-][N+](=O)[O-].[O-][N+](=O)[O-].[Ce+4].[NH4+].[NH4+].C([O-])(O)=O.[Na+].C([O-])([O-])=O.[K+].[K+], predict the reaction product. The product is: [OH:26][C:7]([CH3:24])([CH2:6][CH2:5][C:4]1[C:9](=[O:8])[C:10]([CH3:13])=[C:11]([CH3:12])[C:2](=[O:1])[C:3]=1[CH3:25])[C:14]([NH:16][CH2:17][C:18]1[CH:23]=[CH:22][CH:21]=[CH:20][N:19]=1)=[O:15]. (4) Given the reactants [CH3:1][Si:2]([CH3:51])([CH3:50])[CH2:3][CH2:4][O:5][CH2:6][N:7]([CH2:42][O:43][CH2:44][CH2:45][Si:46]([CH3:49])([CH3:48])[CH3:47])[C:8]1[N:13]2[N:14]=[CH:15][C:16]([C:17]3[CH:18]=[N:19][C:20]([C:23]4[CH:28]=[CH:27][CH:26]=[CH:25][CH:24]=4)=[CH:21][CH:22]=3)=[C:12]2[N:11]=[C:10]([CH:29]2[CH2:34][CH2:33][N:32]([C:35]([O:37][C:38]([CH3:41])([CH3:40])[CH3:39])=[O:36])[CH2:31][CH2:30]2)[CH:9]=1.C1C(=O)N([Br:59])C(=O)C1, predict the reaction product. The product is: [CH3:49][Si:46]([CH3:48])([CH3:47])[CH2:45][CH2:44][O:43][CH2:42][N:7]([CH2:6][O:5][CH2:4][CH2:3][Si:2]([CH3:1])([CH3:50])[CH3:51])[C:8]1[N:13]2[N:14]=[CH:15][C:16]([C:17]3[CH:18]=[N:19][C:20]([C:23]4[CH:28]=[CH:27][CH:26]=[CH:25][CH:24]=4)=[CH:21][CH:22]=3)=[C:12]2[N:11]=[C:10]([CH:29]2[CH2:34][CH2:33][N:32]([C:35]([O:37][C:38]([CH3:41])([CH3:40])[CH3:39])=[O:36])[CH2:31][CH2:30]2)[C:9]=1[Br:59]. (5) Given the reactants C=O.[C:3](O)(=O)C.[C:7]([BH3-])#[N:8].[Na+].N[C:12]1[CH:21]=[CH:20][C:19]2[NH:18][C:17](=[O:22])[C:16]3[NH:23][CH:24]=[CH:25][C:15]=3[C:14]=2[CH:13]=1.[CH2:26]([C:28]([O-:30])=[O:29])[CH3:27], predict the reaction product. The product is: [CH3:3][N:8]([CH3:7])[C:12]1[CH:21]=[CH:20][C:19]2[NH:18][C:17](=[O:22])[C:16]3[NH:23][CH:24]=[CH:25][C:15]=3[C:14]=2[CH:13]=1.[CH2:26]([C:28]([O-:30])=[O:29])[CH3:27].